The task is: Predict the reactants needed to synthesize the given product.. This data is from Full USPTO retrosynthesis dataset with 1.9M reactions from patents (1976-2016). (1) Given the product [OH:36][CH2:35][CH2:12][CH2:11][CH2:10][NH:13][C:14]([C:16]1[S:17][CH:18]=[CH:19][C:20]=1[NH:21][C:22]1[CH:27]=[CH:26][N:25]=[C:24]2[NH:28][CH:29]=[CH:30][C:23]=12)=[O:15], predict the reactants needed to synthesize it. The reactants are: C(OC(N1[CH2:12][CH2:11][CH:10]([NH:13][C:14]([C:16]2[S:17][CH:18]=[CH:19][C:20]=2[NH:21][C:22]2[CH:27]=[CH:26][N:25]=[C:24]3[NH:28][CH:29]=[CH:30][C:23]=23)=[O:15])C1)=O)(C)(C)C.NCCC[CH2:35][OH:36]. (2) Given the product [C:1]([C:3]1[CH:28]=[CH:27][CH:26]=[CH:25][C:4]=1[CH2:5][O:6][C:7]1[CH:11]=[C:10]([N:12]2[C:20]3[CH:19]=[CH:18][N:17]=[CH:16][C:15]=3[N:14]=[CH:13]2)[S:9][C:8]=1[C:21]([NH2:29])=[O:23])#[N:2], predict the reactants needed to synthesize it. The reactants are: [C:1]([C:3]1[CH:28]=[CH:27][CH:26]=[CH:25][C:4]=1[CH2:5][O:6][C:7]1[CH:11]=[C:10]([N:12]2[C:20]3[CH:19]=[CH:18][N:17]=[CH:16][C:15]=3[N:14]=[CH:13]2)[S:9][C:8]=1[C:21]([O:23]C)=O)#[N:2].[NH3:29]. (3) Given the product [Br:29][CH2:3][C:4]([C:6]1[CH:11]=[CH:10][N:9]=[C:8]([C:12]2[C:13]3[CH:20]=[CH:19][CH:18]=[C:17]([F:21])[C:14]=3[S:15][CH:16]=2)[N:7]=1)=[O:5], predict the reactants needed to synthesize it. The reactants are: C([O:3][C:4]([C:6]1[CH:11]=[CH:10][N:9]=[C:8]([C:12]2[C:13]3[CH:20]=[CH:19][CH:18]=[C:17]([F:21])[C:14]=3[S:15][CH:16]=2)[N:7]=1)=[CH2:5])C.C1C(=O)N([Br:29])C(=O)C1.